From a dataset of Peptide-MHC class I binding affinity with 185,985 pairs from IEDB/IMGT. Regression. Given a peptide amino acid sequence and an MHC pseudo amino acid sequence, predict their binding affinity value. This is MHC class I binding data. (1) The peptide sequence is SREKPYKEVTE. The MHC is Mamu-B08 with pseudo-sequence Mamu-B08. The binding affinity (normalized) is 0.125. (2) The peptide sequence is KFADDLNQM. The MHC is HLA-A01:01 with pseudo-sequence HLA-A01:01. The binding affinity (normalized) is 0. (3) The peptide sequence is KTTYWWDGL. The MHC is HLA-A03:01 with pseudo-sequence HLA-A03:01. The binding affinity (normalized) is 0.0847. (4) The peptide sequence is ASFLYPYL. The MHC is H-2-Db with pseudo-sequence H-2-Db. The binding affinity (normalized) is 0.270. (5) The peptide sequence is KICEYIRSY. The MHC is HLA-B15:17 with pseudo-sequence HLA-B15:17. The binding affinity (normalized) is 0.338. (6) The peptide sequence is RVLGRVLPY. The MHC is HLA-B40:01 with pseudo-sequence HLA-B40:01. The binding affinity (normalized) is 0.0847.